This data is from Reaction yield outcomes from USPTO patents with 853,638 reactions. The task is: Predict the reaction yield, written as a fraction of the theoretical maximum amount of product (1.0 means a 100% yield; for example, 0.34 means a 34% yield). (1) The product is [CH2:9]([O:8][C:6]1[N:5]=[C:4]([S:11][CH3:12])[N:3]=[C:2]([C:19]2[S:20][C:16]([C:13](=[O:15])[CH3:14])=[CH:17][CH:18]=2)[CH:7]=1)[CH3:10]. The yield is 0.280. The reactants are Cl[C:2]1[CH:7]=[C:6]([O:8][CH2:9][CH3:10])[N:5]=[C:4]([S:11][CH3:12])[N:3]=1.[C:13]([C:16]1[S:20][C:19](B(O)O)=[CH:18][CH:17]=1)(=[O:15])[CH3:14].C(=O)([O-])[O-].[K+].[K+].O. The catalyst is CN(C=O)C. (2) The reactants are [C:1]([C:5]1[O:9][N:8]=[C:7]([NH:10][C:11]([NH:13][C:14]2[CH:19]=[CH:18][CH:17]=[C:16]([O:20][C:21]3[C:30]4[C:25](=[CH:26][C:27]([O:33][CH2:34][CH2:35]Cl)=[C:28]([O:31][CH3:32])[CH:29]=4)[N:24]=[CH:23][N:22]=3)[CH:15]=2)=[O:12])[CH:6]=1)([CH3:4])([CH3:3])[CH3:2].[N:37]1([CH2:43][CH2:44][OH:45])[CH2:42][CH2:41][NH:40][CH2:39][CH2:38]1. No catalyst specified. The product is [C:1]([C:5]1[O:9][N:8]=[C:7]([NH:10][C:11]([NH:13][C:14]2[CH:19]=[CH:18][CH:17]=[C:16]([O:20][C:21]3[C:30]4[C:25](=[CH:26][C:27]([O:33][CH2:34][CH2:35][N:40]5[CH2:41][CH2:42][N:37]([CH2:43][CH2:44][OH:45])[CH2:38][CH2:39]5)=[C:28]([O:31][CH3:32])[CH:29]=4)[N:24]=[CH:23][N:22]=3)[CH:15]=2)=[O:12])[CH:6]=1)([CH3:4])([CH3:3])[CH3:2]. The yield is 0.130. (3) The reactants are I[C:2]1[CH:3]=[C:4]([CH2:13][OH:14])[CH:5]=[C:6]2[C:11]=1[N:10]=[CH:9][C:8]([CH3:12])=[CH:7]2.[CH3:15][N:16](C=O)C. The catalyst is [C-]#N.[C-]#N.[Zn+2].C1C=CC([P]([Pd]([P](C2C=CC=CC=2)(C2C=CC=CC=2)C2C=CC=CC=2)([P](C2C=CC=CC=2)(C2C=CC=CC=2)C2C=CC=CC=2)[P](C2C=CC=CC=2)(C2C=CC=CC=2)C2C=CC=CC=2)(C2C=CC=CC=2)C2C=CC=CC=2)=CC=1. The product is [OH:14][CH2:13][C:4]1[CH:5]=[C:6]2[C:11](=[C:2]([C:15]#[N:16])[CH:3]=1)[N:10]=[CH:9][C:8]([CH3:12])=[CH:7]2. The yield is 0.860. (4) The reactants are C(OC(=O)[NH:7][C@H:8]1[CH2:12][CH2:11][N:10]([CH2:13][CH2:14][C@@H:15]2[CH2:19][S:18][C:17]([C:20]3[NH:21][C:22]4[C:27]([CH:28]=3)=[CH:26][C:25]([Cl:29])=[CH:24][C:23]=4[NH:30][CH:31]3[CH2:36][CH2:35][O:34][CH2:33][CH2:32]3)=[N:16]2)[CH2:9]1)(C)(C)C.O1CCOCC1.Cl. The catalyst is ClCCl. The product is [NH2:7][C@H:8]1[CH2:12][CH2:11][N:10]([CH2:13][CH2:14][C@@H:15]2[CH2:19][S:18][C:17]([C:20]3[NH:21][C:22]4[C:27]([CH:28]=3)=[CH:26][C:25]([Cl:29])=[CH:24][C:23]=4[NH:30][CH:31]3[CH2:36][CH2:35][O:34][CH2:33][CH2:32]3)=[N:16]2)[CH2:9]1. The yield is 0.750. (5) The reactants are [Cl:1][C:2]1[CH:3]=[C:4]([NH:9][C:10]2[C:19]3[C:14](=[CH:15][CH:16]=[CH:17][C:18]=3[O:20][C@H:21]([CH3:28])[CH2:22][N:23]([CH3:27])[C:24](=[O:26])[CH3:25])[N:13]=[CH:12][N:11]=2)[CH:5]=[CH:6][C:7]=1[OH:8].CS(O[CH2:34][C:35]1[CH:40]=[N:39][CH:38]=[CH:37][N:36]=1)(=O)=O. No catalyst specified. The product is [Cl:1][C:2]1[CH:3]=[C:4]([NH:9][C:10]2[C:19]3[C:14](=[CH:15][CH:16]=[CH:17][C:18]=3[O:20][C@H:21]([CH3:28])[CH2:22][N:23]([CH3:27])[C:24](=[O:26])[CH3:25])[N:13]=[CH:12][N:11]=2)[CH:5]=[CH:6][C:7]=1[O:8][CH2:34][C:35]1[CH:40]=[N:39][CH:38]=[CH:37][N:36]=1. The yield is 0.610.